From a dataset of Full USPTO retrosynthesis dataset with 1.9M reactions from patents (1976-2016). Predict the reactants needed to synthesize the given product. (1) Given the product [NH2:19][C:17]1[CH:16]=[CH:15][CH:14]=[C:13]([CH2:12][N:3]2[C:2](=[O:1])[C:10]3[C:5](=[CH:6][CH:7]=[CH:8][CH:9]=3)[C:4]2=[O:11])[N:18]=1, predict the reactants needed to synthesize it. The reactants are: [O:1]=[C:2]1[C:10]2[C:5](=[CH:6][CH:7]=[CH:8][CH:9]=2)[C:4](=[O:11])[N:3]1[CH2:12][C:13]1[N:18]=[C:17]([NH:19]C(=O)C(C)(C)C)[CH:16]=[CH:15][CH:14]=1. (2) Given the product [CH3:38][C:34]1[C:33]([CH3:39])=[C:32]([C:28]2[CH:27]=[C:26]([C:24]3[CH2:23][C:22](=[O:40])[NH:21][C:9]4[CH:10]=[C:11]([C:17]([F:18])([F:20])[F:19])[C:12]([O:14][CH2:15][CH3:16])=[CH:13][C:8]=4[N:7]=3)[CH:31]=[CH:30][CH:29]=2)[CH:37]=[CH:36][N:35]=1, predict the reactants needed to synthesize it. The reactants are: C(OC(=O)[NH:7][C:8]1[CH:13]=[C:12]([O:14][CH2:15][CH3:16])[C:11]([C:17]([F:20])([F:19])[F:18])=[CH:10][C:9]=1[NH:21][C:22](=[O:40])[CH2:23][C:24]([C:26]1[CH:31]=[CH:30][CH:29]=[C:28]([C:32]2[CH:37]=[CH:36][N:35]=[C:34]([CH3:38])[C:33]=2[CH3:39])[CH:27]=1)=O)(C)(C)C.C(O)(C(F)(F)F)=O. (3) Given the product [C:26]([C:28]1[CH:29]=[CH:30][C:31]([S:34]([NH:1][C:2]2[CH:3]=[CH:4][C:5]([C:8]3[CH:16]=[C:15]4[C:11]([CH2:12][N:13]([C@@H:18]([CH:23]([CH3:25])[CH3:24])[C:19]([O:21][CH3:22])=[O:20])[C:14]4=[O:17])=[CH:10][CH:9]=3)=[CH:6][CH:7]=2)(=[O:36])=[O:35])=[CH:32][CH:33]=1)#[N:27], predict the reactants needed to synthesize it. The reactants are: [NH2:1][C:2]1[CH:7]=[CH:6][C:5]([C:8]2[CH:16]=[C:15]3[C:11]([CH2:12][N:13]([C@@H:18]([CH:23]([CH3:25])[CH3:24])[C:19]([O:21][CH3:22])=[O:20])[C:14]3=[O:17])=[CH:10][CH:9]=2)=[CH:4][CH:3]=1.[C:26]([C:28]1[CH:33]=[CH:32][C:31]([S:34](Cl)(=[O:36])=[O:35])=[CH:30][CH:29]=1)#[N:27].